From a dataset of Forward reaction prediction with 1.9M reactions from USPTO patents (1976-2016). Predict the product of the given reaction. (1) Given the reactants Cl[C:2]1[C:3]2[CH:20]=[CH:19][N:18]([CH2:21][CH2:22][O:23][CH3:24])[C:4]=2[N:5]=[C:6]([S:8]([C:11]2[CH:16]=[CH:15][C:14]([F:17])=[CH:13][CH:12]=2)(=[O:10])=[O:9])[N:7]=1.[CH3:25][C:26]1[NH:30][N:29]=[C:28]([NH2:31])[CH:27]=1.[I-].[Na+].CCN(C(C)C)C(C)C, predict the reaction product. The product is: [F:17][C:14]1[CH:15]=[CH:16][C:11]([S:8]([C:6]2[N:7]=[C:2]([NH:31][C:28]3[CH:27]=[C:26]([CH3:25])[NH:30][N:29]=3)[C:3]3[CH:20]=[CH:19][N:18]([CH2:21][CH2:22][O:23][CH3:24])[C:4]=3[N:5]=2)(=[O:10])=[O:9])=[CH:12][CH:13]=1. (2) Given the reactants [NH:1]1[C:5]2[CH:6]=[CH:7][CH:8]=[CH:9][C:4]=2[N:3]=[N:2]1.[H-].[Na+].Br[CH2:13][C:14]1[CH:19]=[CH:18][C:17]([C:20]2[CH:24]=[C:23]([C:25]([NH2:27])=[O:26])[O:22][N:21]=2)=[CH:16][CH:15]=1.O, predict the reaction product. The product is: [N:1]1([CH2:13][C:14]2[CH:15]=[CH:16][C:17]([C:20]3[CH:24]=[C:23]([C:25]([NH2:27])=[O:26])[O:22][N:21]=3)=[CH:18][CH:19]=2)[C:5]2[CH:6]=[CH:7][CH:8]=[CH:9][C:4]=2[N:3]=[N:2]1. (3) Given the reactants [Cl-].[NH4+:2].[F:3][C:4]1[C:9]([S:10](Cl)(=[O:12])=[O:11])=[C:8]([F:14])[C:7]([F:15])=[C:6]([F:16])[C:5]=1[F:17].[OH-].[Na+], predict the reaction product. The product is: [F:3][C:4]1[C:9]([S:10]([NH2:2])(=[O:12])=[O:11])=[C:8]([F:14])[C:7]([F:15])=[C:6]([F:16])[C:5]=1[F:17]. (4) Given the reactants [C:1]([OH:14])(=[O:13])[CH2:2][CH2:3][CH2:4][CH2:5][CH2:6][CH2:7][CH2:8][CH2:9][CH2:10][CH2:11][CH3:12].[CH3:15][N:16]([CH2:18][CH2:19]O)[CH3:17], predict the reaction product. The product is: [C:1]([O:14][CH2:19][CH2:18][N:16]([CH3:17])[CH3:15])(=[O:13])[CH2:2][CH2:3][CH2:4][CH2:5][CH2:6][CH2:7][CH2:8][CH2:9][CH2:10][CH2:11][CH3:12]. (5) The product is: [CH2:1]([O:3][C:4](=[O:14])[CH2:5][C:6]1[CH:11]=[CH:10][C:9]([O:12][CH2:16][CH3:17])=[C:8]([Br:13])[CH:7]=1)[CH3:2]. Given the reactants [CH2:1]([O:3][C:4](=[O:14])[CH2:5][C:6]1[CH:11]=[CH:10][C:9]([OH:12])=[C:8]([Br:13])[CH:7]=1)[CH3:2].I[CH2:16][CH3:17], predict the reaction product. (6) The product is: [Cl:32][C:29]1[CH:30]=[CH:31][C:26]([CH:11]2[C:5]3[N:6]([CH:7]4[CH2:10][O:9][CH2:8]4)[C:2]([CH3:33])=[N:3][C:4]=3[C:13](=[O:14])[N:12]2[C:15]2[CH:16]=[C:17]([CH3:25])[C:18]3[N:22]=[N:21][N:20]([CH3:23])[C:19]=3[CH:24]=2)=[CH:27][CH:28]=1. Given the reactants Br[C:2]1[N:6]([CH:7]2[CH2:10][O:9][CH2:8]2)[C:5]2[CH:11]([C:26]3[CH:31]=[CH:30][C:29]([Cl:32])=[CH:28][CH:27]=3)[N:12]([C:15]3[CH:16]=[C:17]([CH3:25])[C:18]4[N:22]=[N:21][N:20]([CH3:23])[C:19]=4[CH:24]=3)[C:13](=[O:14])[C:4]=2[N:3]=1.[CH3:33]B1OB(C)OB(C)O1.C([O-])(O)=O.[Na+], predict the reaction product.